From a dataset of Forward reaction prediction with 1.9M reactions from USPTO patents (1976-2016). Predict the product of the given reaction. (1) Given the reactants [F:1][C:2]1[CH:7]=[CH:6][C:5]([C:8]2[CH:18]=[C:11]3[CH:12]=[CH:13][C:14]([C:16]#[N:17])=[CH:15][N:10]3[N:9]=2)=[CH:4][CH:3]=1.[OH-].[Na+].[C:21](OC(=O)C)(=[O:23])[CH3:22], predict the reaction product. The product is: [F:1][C:2]1[CH:3]=[CH:4][C:5]([C:8]2[C:18]([C:21](=[O:23])[CH3:22])=[C:11]3[CH:12]=[CH:13][C:14]([C:16]#[N:17])=[CH:15][N:10]3[N:9]=2)=[CH:6][CH:7]=1. (2) Given the reactants C[O:2][C:3](=O)[C:4]1[CH:9]=[C:8]([CH2:10][NH:11][S:12]([CH3:15])(=[O:14])=[O:13])[CH:7]=[CH:6][C:5]=1[CH2:16][N:17]([CH2:26][C:27]1[C:32]([CH3:33])=[CH:31][CH:30]=[CH:29][N:28]=1)[CH2:18][C:19]1[C:24]([CH3:25])=[CH:23][CH:22]=[CH:21][N:20]=1.[H-].[H-].[H-].[H-].[Li+].[Al+3].O, predict the reaction product. The product is: [CH3:33][C:32]1[C:27]([CH2:26][N:17]([CH2:16][C:5]2[CH:6]=[CH:7][C:8]([CH2:10][NH:11][S:12]([CH3:15])(=[O:14])=[O:13])=[CH:9][C:4]=2[CH2:3][OH:2])[CH2:18][C:19]2[C:24]([CH3:25])=[CH:23][CH:22]=[CH:21][N:20]=2)=[N:28][CH:29]=[CH:30][CH:31]=1. (3) Given the reactants [CH3:1][C:2]1[CH:8]=[CH:7][C:5]([NH2:6])=[CH:4][C:3]=1[N+:9]([O-:11])=[O:10].[C:12](=O)([OH:18])[O:13][C:14]([CH3:17])([CH3:16])[CH3:15], predict the reaction product. The product is: [CH3:1][C:2]1[CH:8]=[CH:7][C:5]([NH:6][C:12](=[O:18])[O:13][C:14]([CH3:17])([CH3:16])[CH3:15])=[CH:4][C:3]=1[N+:9]([O-:11])=[O:10].